From a dataset of NCI-60 drug combinations with 297,098 pairs across 59 cell lines. Regression. Given two drug SMILES strings and cell line genomic features, predict the synergy score measuring deviation from expected non-interaction effect. (1) Drug 1: C1=C(C(=O)NC(=O)N1)F. Drug 2: C1CN1P(=S)(N2CC2)N3CC3. Cell line: NCI-H522. Synergy scores: CSS=5.91, Synergy_ZIP=-12.3, Synergy_Bliss=-15.5, Synergy_Loewe=-15.2, Synergy_HSA=-13.5. (2) Drug 1: C1CN1P(=S)(N2CC2)N3CC3. Drug 2: COC1=C2C(=CC3=C1OC=C3)C=CC(=O)O2. Cell line: HCC-2998. Synergy scores: CSS=5.42, Synergy_ZIP=1.78, Synergy_Bliss=7.22, Synergy_Loewe=-0.778, Synergy_HSA=2.66. (3) Cell line: NCI-H522. Synergy scores: CSS=17.2, Synergy_ZIP=-1.46, Synergy_Bliss=-2.42, Synergy_Loewe=-15.8, Synergy_HSA=-2.73. Drug 2: C1C(C(OC1N2C=C(C(=O)NC2=O)F)CO)O. Drug 1: CCCS(=O)(=O)NC1=C(C(=C(C=C1)F)C(=O)C2=CNC3=C2C=C(C=N3)C4=CC=C(C=C4)Cl)F. (4) Drug 1: CC1=CC2C(CCC3(C2CCC3(C(=O)C)OC(=O)C)C)C4(C1=CC(=O)CC4)C. Drug 2: CCN(CC)CCNC(=O)C1=C(NC(=C1C)C=C2C3=C(C=CC(=C3)F)NC2=O)C. Cell line: MOLT-4. Synergy scores: CSS=7.71, Synergy_ZIP=-3.54, Synergy_Bliss=-1.73, Synergy_Loewe=-0.255, Synergy_HSA=0.484. (5) Drug 1: C1=CC(=C2C(=C1NCCNCCO)C(=O)C3=C(C=CC(=C3C2=O)O)O)NCCNCCO. Drug 2: CC1C(C(CC(O1)OC2CC(OC(C2O)C)OC3=CC4=CC5=C(C(=O)C(C(C5)C(C(=O)C(C(C)O)O)OC)OC6CC(C(C(O6)C)O)OC7CC(C(C(O7)C)O)OC8CC(C(C(O8)C)O)(C)O)C(=C4C(=C3C)O)O)O)O. Cell line: HCT116. Synergy scores: CSS=51.6, Synergy_ZIP=4.46, Synergy_Bliss=5.06, Synergy_Loewe=-7.87, Synergy_HSA=6.07. (6) Drug 1: CN1C(=O)N2C=NC(=C2N=N1)C(=O)N. Drug 2: C1CNP(=O)(OC1)N(CCCl)CCCl. Cell line: UACC-257. Synergy scores: CSS=-0.156, Synergy_ZIP=0.887, Synergy_Bliss=-0.597, Synergy_Loewe=-1.03, Synergy_HSA=-3.44.